This data is from Full USPTO retrosynthesis dataset with 1.9M reactions from patents (1976-2016). The task is: Predict the reactants needed to synthesize the given product. (1) Given the product [NH2:42][C:4]1[C:3]2[C:7](=[C:8]([C:11]3[C:12]([C@@H:23]([NH:33][C:34](=[O:40])[O:35][C:36]([CH3:37])([CH3:39])[CH3:38])[CH2:24][C:25]4[CH:30]=[C:29]([F:31])[CH:28]=[C:27]([F:32])[CH:26]=4)=[N:13][C:14]([C:17]#[C:18][C:19]([OH:22])([CH3:21])[CH3:20])=[CH:15][CH:16]=3)[CH:9]=[CH:10][C:2]=2[O:48][CH3:47])[N:6]([CH3:41])[N:5]=1, predict the reactants needed to synthesize it. The reactants are: Cl[C:2]1[CH:10]=[CH:9][C:8]([C:11]2[C:12]([C@@H:23]([NH:33][C:34](=[O:40])[O:35][C:36]([CH3:39])([CH3:38])[CH3:37])[CH2:24][C:25]3[CH:30]=[C:29]([F:31])[CH:28]=[C:27]([F:32])[CH:26]=3)=[N:13][C:14]([C:17]#[C:18][C:19]([OH:22])([CH3:21])[CH3:20])=[CH:15][CH:16]=2)=[C:7]2[C:3]=1[C:4]([NH:42]S(C)(=O)=O)=[N:5][N:6]2[CH3:41].[CH3:47][O:48]C1C=CC(B2OC(C)(C)C(C)(C)O2)=C2C=1C(N)=NN2C. (2) Given the product [CH3:14][C:3]1[CH:12]=[CH:11][CH:10]=[C:9]2[C:4]=1[CH:5]=[CH:6][CH:7]=[C:8]2[OH:13], predict the reactants needed to synthesize it. The reactants are: CO[C:3]1[CH:12]=[CH:11][CH:10]=[C:9]2[C:4]=1[CH2:5][CH2:6][CH2:7][C:8]2=[O:13].[CH2:14]([Mg]Br)C. (3) Given the product [CH3:1][N:2]([CH3:16])[C:3]1[CH:4]=[CH:5][C:6]([N:9]=[N:10][C:11]2[S:12][CH:13]=[CH:14][N+:15]=2[CH2:18][CH2:17][CH2:23][S:20]([O-:22])(=[O:21])=[O:19])=[CH:7][CH:8]=1, predict the reactants needed to synthesize it. The reactants are: [CH3:1][N:2]([CH3:16])[C:3]1[CH:8]=[CH:7][C:6]([N:9]=[N:10][C:11]2[S:12][CH:13]=[CH:14][N:15]=2)=[CH:5][CH:4]=1.[CH2:17]1[CH2:23][S:20](=[O:22])(=[O:21])[O:19][CH2:18]1.O1CCCC1. (4) Given the product [NH2:14][C:11]1[CH:12]=[CH:13][C:8]([C:7]([NH:6][CH2:5][C:4]([CH3:20])([CH3:21])[CH2:3][N:2]([CH3:1])[CH3:22])=[O:19])=[CH:9][C:10]=1[O:17][CH3:18], predict the reactants needed to synthesize it. The reactants are: [CH3:1][N:2]([CH3:22])[CH2:3][C:4]([CH3:21])([CH3:20])[CH2:5][NH:6][C:7](=[O:19])[C:8]1[CH:13]=[CH:12][C:11]([N+:14]([O-])=O)=[C:10]([O:17][CH3:18])[CH:9]=1. (5) Given the product [F:1][CH:2]([F:30])[C:3]1[N:7]([C:8]2[CH:13]=[C:12]([N:14]3[CH2:19][CH2:18][O:17][CH2:16][CH2:15]3)[N:11]=[C:10]([N:34]3[CH2:33][CH2:32][N:31]([C:37]([O:39][C:40]([CH3:43])([CH3:42])[CH3:41])=[O:38])[CH2:36][CH2:35]3)[N:9]=2)[C:6]2[CH:24]=[CH:25][CH:26]=[C:27]([O:28][CH3:29])[C:5]=2[N:4]=1, predict the reactants needed to synthesize it. The reactants are: [F:1][CH:2]([F:30])[C:3]1[N:7]([C:8]2[CH:13]=[C:12]([N:14]3[CH2:19][CH2:18][O:17][CH2:16][CH2:15]3)[N:11]=[C:10](S(C)(=O)=O)[N:9]=2)[C:6]2[CH:24]=[CH:25][CH:26]=[C:27]([O:28][CH3:29])[C:5]=2[N:4]=1.[N:31]1([C:37]([O:39][C:40]([CH3:43])([CH3:42])[CH3:41])=[O:38])[CH2:36][CH2:35][NH:34][CH2:33][CH2:32]1. (6) Given the product [NH2:12][C:5]1[N:4]=[C:3]([NH2:19])[C:2]([Cl:1])=[CH:11][C:6]=1[C:7]([O:9][CH3:10])=[O:8], predict the reactants needed to synthesize it. The reactants are: [Cl:1][C:2]1[C:3]([NH:19]C(=O)C(C)(C)C)=[N:4][C:5]([NH:12]C(=O)C(C)(C)C)=[C:6]([CH:11]=1)[C:7]([O:9][CH3:10])=[O:8].CC(C)([O-])C.[K+].